Dataset: Reaction yield outcomes from USPTO patents with 853,638 reactions. Task: Predict the reaction yield, written as a fraction of the theoretical maximum amount of product (1.0 means a 100% yield; for example, 0.34 means a 34% yield). (1) The reactants are [Br:1][C:2]1[CH:3]=[C:4]2[C:9](=[CH:10][CH:11]=1)[CH:8]=[C:7]([C:12]([OH:14])=O)[CH:6]=[CH:5]2.[NH3:15].CO. The catalyst is S(Cl)(Cl)=O. The product is [Br:1][C:2]1[CH:3]=[C:4]2[C:9](=[CH:10][CH:11]=1)[CH:8]=[C:7]([C:12]([NH2:15])=[O:14])[CH:6]=[CH:5]2. The yield is 0.900. (2) The reactants are [C:1]([C:3]1[CH:8]=[CH:7][CH:6]=[CH:5][CH:4]=1)#[CH:2].[Cl:9][C:10]1[C:15]([NH2:16])=[C:14](Cl)[N:13]=[CH:12][N:11]=1.CCN(C(C)C)C(C)C. The catalyst is COCCOC.C(Cl)Cl.C1C=CC([P]([Pd]([P](C2C=CC=CC=2)(C2C=CC=CC=2)C2C=CC=CC=2)([P](C2C=CC=CC=2)(C2C=CC=CC=2)C2C=CC=CC=2)[P](C2C=CC=CC=2)(C2C=CC=CC=2)C2C=CC=CC=2)(C2C=CC=CC=2)C2C=CC=CC=2)=CC=1.[Cu]I. The product is [Cl:9][C:10]1[C:15]([NH2:16])=[C:14]([C:2]#[C:1][C:3]2[CH:8]=[CH:7][CH:6]=[CH:5][CH:4]=2)[N:13]=[CH:12][N:11]=1. The yield is 0.220. (3) The reactants are [Cl:1][C:2]1[CH:7]=[C:6]([Cl:8])[CH:5]=[C:4]([Cl:9])[CH:3]=1.[Br:10][CH2:11][C:12](Br)=[O:13].[Cl-].[Al+3].[Cl-].[Cl-].O. The catalyst is C(OCC)(=O)C. The product is [Br:10][CH2:11][C:12]([C:7]1[C:2]([Cl:1])=[CH:3][C:4]([Cl:9])=[CH:5][C:6]=1[Cl:8])=[O:13]. The yield is 0.693. (4) The product is [Br:1][C:2]1[CH:7]=[CH:6][C:5]([N:8]2[CH:12]=[C:11]([C:13]([NH:41][N:42]3[CH2:47][CH2:46][CH2:45][CH2:44][CH2:43]3)=[O:14])[N:10]=[C:9]2[C:16]2[CH:21]=[CH:20][C:19]([Cl:22])=[CH:18][C:17]=2[Cl:23])=[CH:4][CH:3]=1. The catalyst is C(#N)C. The yield is 0.560. The reactants are [Br:1][C:2]1[CH:7]=[CH:6][C:5]([N:8]2[CH:12]=[C:11]([C:13](O)=[O:14])[N:10]=[C:9]2[C:16]2[CH:21]=[CH:20][C:19]([Cl:22])=[CH:18][C:17]=2[Cl:23])=[CH:4][CH:3]=1.C(N(C(C)C)CC)(C)C.F[P-](F)(F)(F)(F)F.N1(OC(N(C)C)=[N+](C)C)[C:44]2[CH:45]=[CH:46][CH:47]=C[C:43]=2[N:42]=[N:41]1.NN1CCCCC1.